Dataset: Full USPTO retrosynthesis dataset with 1.9M reactions from patents (1976-2016). Task: Predict the reactants needed to synthesize the given product. Given the product [C:1]([C:3]1[CH:4]=[C:5]([S:21][CH3:22])[C:6]2[O:10][C:9]([C:11]3[CH:19]=[CH:18][C:14]([C:15]([NH:38][CH2:37][CH:34]4[CH2:35][CH2:36][N:31]([C:28]5[CH:27]=[CH:26][C:25]([C:24]([F:40])([F:39])[F:23])=[CH:30][N:29]=5)[CH2:32][CH2:33]4)=[O:17])=[CH:13][CH:12]=3)=[N:8][C:7]=2[CH:20]=1)#[N:2], predict the reactants needed to synthesize it. The reactants are: [C:1]([C:3]1[CH:4]=[C:5]([S:21][CH3:22])[C:6]2[O:10][C:9]([C:11]3[CH:19]=[CH:18][C:14]([C:15]([OH:17])=O)=[CH:13][CH:12]=3)=[N:8][C:7]=2[CH:20]=1)#[N:2].[F:23][C:24]([F:40])([F:39])[C:25]1[CH:26]=[CH:27][C:28]([N:31]2[CH2:36][CH2:35][CH:34]([CH2:37][NH2:38])[CH2:33][CH2:32]2)=[N:29][CH:30]=1.